This data is from M1 muscarinic receptor agonist screen with 61,833 compounds. The task is: Binary Classification. Given a drug SMILES string, predict its activity (active/inactive) in a high-throughput screening assay against a specified biological target. The compound is O=c1n2c(nc3n(CCC)\c(=N\C(=O)C)c(cc13)C(OCC)=O)cccc2. The result is 0 (inactive).